This data is from Reaction yield outcomes from USPTO patents with 853,638 reactions. The task is: Predict the reaction yield, written as a fraction of the theoretical maximum amount of product (1.0 means a 100% yield; for example, 0.34 means a 34% yield). (1) The reactants are F[C:2]1[CH:3]=[C:4]([CH:7]=[C:8]([F:10])[CH:9]=1)[C:5]#[N:6].[CH3:11][O:12][C:13]1[CH:20]=[CH:19][C:16]([CH2:17][NH2:18])=[CH:15][CH:14]=1. The catalyst is CS(C)=O.CCOCC. The product is [F:10][C:8]1[CH:7]=[C:4]([CH:3]=[C:2]([NH:18][CH2:17][C:16]2[CH:19]=[CH:20][C:13]([O:12][CH3:11])=[CH:14][CH:15]=2)[CH:9]=1)[C:5]#[N:6]. The yield is 0.760. (2) The reactants are Br[C:2]1[CH:9]=[CH:8][C:5]([CH:6]=[O:7])=[C:4]([N+:10]([O-:12])=[O:11])[CH:3]=1.[N:13]1([C:18]([C:20]2[CH:25]=[CH:24][C:23](B(O)O)=[CH:22][CH:21]=2)=[O:19])[CH2:17][CH2:16][CH2:15][CH2:14]1.CCO.C([O-])([O-])=O.[Na+].[Na+]. The catalyst is C1(C)C=CC=CC=1.C1C=CC([P]([Pd]([P](C2C=CC=CC=2)(C2C=CC=CC=2)C2C=CC=CC=2)([P](C2C=CC=CC=2)(C2C=CC=CC=2)C2C=CC=CC=2)[P](C2C=CC=CC=2)(C2C=CC=CC=2)C2C=CC=CC=2)(C2C=CC=CC=2)C2C=CC=CC=2)=CC=1. The product is [N+:10]([C:4]1[CH:3]=[C:2]([C:23]2[CH:22]=[CH:21][C:20]([C:18]([N:13]3[CH2:14][CH2:15][CH2:16][CH2:17]3)=[O:19])=[CH:25][CH:24]=2)[CH:9]=[CH:8][C:5]=1[CH:6]=[O:7])([O-:12])=[O:11]. The yield is 0.900. (3) The reactants are CN(C(ON1N=NC2C=CC=NC1=2)=[N+](C)C)C.F[P-](F)(F)(F)(F)F.[NH2:25][C:26]1[CH:34]=[CH:33][C:29]([C:30]([OH:32])=O)=[CH:28][C:27]=1[Cl:35].[NH2:36][CH:37]1[CH2:42][CH2:41][N:40]([CH3:43])[CH2:39][CH2:38]1.CCN(C(C)C)C(C)C. The catalyst is CN(C=O)C.C(OCC)C. The product is [NH2:25][C:26]1[CH:34]=[CH:33][C:29]([C:30]([NH:36][CH:37]2[CH2:42][CH2:41][N:40]([CH3:43])[CH2:39][CH2:38]2)=[O:32])=[CH:28][C:27]=1[Cl:35]. The yield is 0.440.